Dataset: Full USPTO retrosynthesis dataset with 1.9M reactions from patents (1976-2016). Task: Predict the reactants needed to synthesize the given product. Given the product [CH3:35][C:36]1[CH:41]=[C:40]([CH3:42])[N:39]2[N:43]=[CH:44][C:45]([C:4](=[O:3])[CH2:5][C:6]3[N:10]4[CH:11]=[C:12]([CH3:15])[CH:13]=[CH:14][C:9]4=[N:8][C:7]=3[C:16]3[CH:17]=[CH:18][C:19]([O:22][CH3:23])=[CH:20][CH:21]=3)=[C:38]2[N:37]=1, predict the reactants needed to synthesize it. The reactants are: C([O:3][C:4](=O)[CH2:5][C:6]1[N:10]2[CH:11]=[C:12]([CH3:15])[CH:13]=[CH:14][C:9]2=[N:8][C:7]=1[C:16]1[CH:21]=[CH:20][C:19]([O:22][CH3:23])=[CH:18][CH:17]=1)C.C[Si]([N-][Si](C)(C)C)(C)C.[K+].[CH3:35][C:36]1[CH:41]=[C:40]([CH3:42])[N:39]2[N:43]=[CH:44][C:45](C(Cl)=O)=[C:38]2[N:37]=1.O.